From a dataset of Forward reaction prediction with 1.9M reactions from USPTO patents (1976-2016). Predict the product of the given reaction. Given the reactants [N:1]1([C:7]2[CH:12]=[CH:11][N:10]=[C:9]3[NH:13][CH:14]=[C:15]([NH:16][C:17](=[O:24])[C:18]4[CH:23]=[CH:22][CH:21]=[N:20][CH:19]=4)[C:8]=23)[CH2:6][CH2:5][NH:4][CH2:3][CH2:2]1.[C:25]([O:29][C:30]([NH:32][CH2:33][CH2:34][C:35](O)=[O:36])=[O:31])([CH3:28])([CH3:27])[CH3:26].C1C=CC2N(O)N=NC=2C=1.O.CCN=C=NCCCN(C)C.CCN(C(C)C)C(C)C, predict the reaction product. The product is: [C:17]([NH:16][C:15]1[C:8]2[C:9](=[N:10][CH:11]=[CH:12][C:7]=2[N:1]2[CH2:2][CH2:3][N:4]([C:35](=[O:36])[CH2:34][CH2:33][NH:32][C:30](=[O:31])[O:29][C:25]([CH3:26])([CH3:27])[CH3:28])[CH2:5][CH2:6]2)[NH:13][CH:14]=1)(=[O:24])[C:18]1[CH:23]=[CH:22][CH:21]=[N:20][CH:19]=1.